Task: Predict the reaction yield, written as a fraction of the theoretical maximum amount of product (1.0 means a 100% yield; for example, 0.34 means a 34% yield).. Dataset: Reaction yield outcomes from USPTO patents with 853,638 reactions (1) The reactants are [CH2:1]([O:3][C:4]([C:6]1([CH2:19][CH:20]([CH3:22])[CH3:21])[CH2:11][CH2:10][N:9](C(OC(C)(C)C)=O)[CH2:8][CH2:7]1)=[O:5])[CH3:2].[ClH:23]. The catalyst is O1CCOCC1. The product is [ClH:23].[CH2:1]([O:3][C:4]([C:6]1([CH2:19][CH:20]([CH3:21])[CH3:22])[CH2:11][CH2:10][NH:9][CH2:8][CH2:7]1)=[O:5])[CH3:2]. The yield is 0.950. (2) The reactants are [F:1][C:2]([F:12])([F:11])[O:3][C:4]1[CH:10]=[CH:9][C:7]([NH2:8])=[CH:6][CH:5]=1.[C:13]([S-:15])#[N:14].[K+].BrBr.[NH4+].[OH-]. The catalyst is CC(O)=O. The product is [F:1][C:2]([F:11])([F:12])[O:3][C:4]1[CH:10]=[CH:9][C:7]2[N:8]=[C:13]([NH2:14])[S:15][C:6]=2[CH:5]=1. The yield is 0.850. (3) The reactants are [OH:1][C:2]1[C:7]([OH:8])=[CH:6][N:5]=[C:4]([C:9]([O:11][CH3:12])=[O:10])[CH:3]=1.C([O-])([O-])=O.[K+].[K+].Br[CH2:20][CH2:21]Br. The product is [O:1]1[C:2]2[CH:3]=[C:4]([C:9]([O:11][CH3:12])=[O:10])[N:5]=[CH:6][C:7]=2[O:8][CH2:21][CH2:20]1. The catalyst is CN(C=O)C. The yield is 0.860. (4) The reactants are [Si:1]([O:8][C:9]1[CH:14]=[CH:13][C:12]([C:15]2[N:16]=[C:17](/[CH:22]=[CH:23]/[C:24]3[CH:29]=[CH:28][CH:27]=[CH:26][CH:25]=3)[C:18]([NH2:21])=[N:19][CH:20]=2)=[CH:11][CH:10]=1)([C:4]([CH3:7])([CH3:6])[CH3:5])([CH3:3])[CH3:2].[Si:30]([O:37][C:38]1[CH:43]=[CH:42][C:41]([CH2:44][C:45](Cl)=[O:46])=[CH:40][CH:39]=1)([C:33]([CH3:36])([CH3:35])[CH3:34])([CH3:32])[CH3:31].O. The catalyst is CN(C)C1C=CN=CC=1.N1C=CC=CC=1. The product is [Si:30]([O:37][C:38]1[CH:39]=[CH:40][C:41]([CH2:44][C:45]([NH:21][C:18]2[C:17](/[CH:22]=[CH:23]/[C:24]3[CH:29]=[CH:28][CH:27]=[CH:26][CH:25]=3)=[N:16][C:15]([C:12]3[CH:11]=[CH:10][C:9]([O:8][Si:1]([C:4]([CH3:7])([CH3:5])[CH3:6])([CH3:2])[CH3:3])=[CH:14][CH:13]=3)=[CH:20][N:19]=2)=[O:46])=[CH:42][CH:43]=1)([C:33]([CH3:36])([CH3:35])[CH3:34])([CH3:32])[CH3:31]. The yield is 0.697. (5) The reactants are [Br:1][C:2]1[CH:3]=[C:4]([N+:12]([O-:14])=[O:13])[C:5]2[N:9]=[C:8]([CH3:10])[NH:7][C:6]=2[CH:11]=1.Br[CH2:16][C:17]1[CH:22]=[CH:21][CH:20]=[C:19]([Cl:23])[C:18]=1[Cl:24].C([O-])([O-])=O.[K+].[K+]. The catalyst is CN(C=O)C. The product is [Br:1][C:2]1[CH:3]=[C:4]([N+:12]([O-:14])=[O:13])[C:5]2[N:9]=[C:8]([CH3:10])[N:7]([CH2:16][C:17]3[CH:22]=[CH:21][CH:20]=[C:19]([Cl:23])[C:18]=3[Cl:24])[C:6]=2[CH:11]=1. The yield is 0.830. (6) The reactants are Br.[N+:2]([C:5]1[CH:10]=[CH:9][C:8]([CH2:11][C@@H:12]([C:14]2[N:15]=[C:16]([C:19]3[CH:24]=[CH:23][CH:22]=[CH:21][CH:20]=3)[S:17][CH:18]=2)[NH2:13])=[CH:7][CH:6]=1)([O-:4])=[O:3].C([O-])([O-])=O.[Ca+2].[C:30](Cl)(Cl)=[S:31]. The catalyst is C(Cl)(Cl)(Cl)Cl.O.C(Cl)Cl.O. The product is [N:13]([C@H:12]([C:14]1[N:15]=[C:16]([C:19]2[CH:20]=[CH:21][CH:22]=[CH:23][CH:24]=2)[S:17][CH:18]=1)[CH2:11][C:8]1[CH:7]=[CH:6][C:5]([N+:2]([O-:4])=[O:3])=[CH:10][CH:9]=1)=[C:30]=[S:31]. The yield is 0.930.